Dataset: Full USPTO retrosynthesis dataset with 1.9M reactions from patents (1976-2016). Task: Predict the reactants needed to synthesize the given product. (1) Given the product [CH3:1][O:2][C:3]1[CH:4]=[C:5]2[C:10](=[CH:11][CH:12]=1)[C:9]([CH3:13])=[C:8]([CH:19]=[O:21])[CH2:7][CH2:6]2, predict the reactants needed to synthesize it. The reactants are: [CH3:1][O:2][C:3]1[CH:4]=[C:5]2[C:10](=[CH:11][CH:12]=1)[C:9]([CH3:13])=[CH:8][CH2:7][CH2:6]2.P(Cl)(Cl)(Cl)=O.[C:19]([O-])(=[O:21])C.[Na+]. (2) The reactants are: [CH:1]([CH:14]1[CH2:19][CH2:18][NH:17][CH2:16][CH2:15]1)([C:8]1[CH:13]=[CH:12][CH:11]=[CH:10][CH:9]=1)[C:2]1[CH:7]=[CH:6][CH:5]=[CH:4][CH:3]=1.[O:20]=[C:21]1[C:25]([C:32]2[CH:37]=[CH:36][CH:35]=[CH:34][CH:33]=2)([C:26]2[CH:31]=[CH:30][CH:29]=[CH:28][CH:27]=2)[CH2:24][CH2:23][N:22]1[CH2:38][C:39](O)=[O:40]. Given the product [CH:1]([CH:14]1[CH2:19][CH2:18][N:17]([C:39](=[O:40])[CH2:38][N:22]2[CH2:23][CH2:24][C:25]([C:26]3[CH:31]=[CH:30][CH:29]=[CH:28][CH:27]=3)([C:32]3[CH:37]=[CH:36][CH:35]=[CH:34][CH:33]=3)[C:21]2=[O:20])[CH2:16][CH2:15]1)([C:8]1[CH:9]=[CH:10][CH:11]=[CH:12][CH:13]=1)[C:2]1[CH:3]=[CH:4][CH:5]=[CH:6][CH:7]=1, predict the reactants needed to synthesize it. (3) Given the product [CH2:13]([O:17][C:18](=[O:22])[C@H:19]([CH3:21])[NH:20][C:10](=[O:12])[CH2:9][C:3]1[CH:4]=[C:5]([F:8])[CH:6]=[CH:7][C:2]=1[F:1])[CH:14]([CH3:16])[CH3:15], predict the reactants needed to synthesize it. The reactants are: [F:1][C:2]1[CH:7]=[CH:6][C:5]([F:8])=[CH:4][C:3]=1[CH2:9][C:10]([OH:12])=O.[CH2:13]([O:17][C:18](=[O:22])[C@H:19]([CH3:21])[NH2:20])[CH:14]([CH3:16])[CH3:15]. (4) The reactants are: [Br:1][C:2]1[CH:3]=[CH:4][C:5]([F:12])=[C:6]([CH2:8][C:9]([OH:11])=[O:10])[CH:7]=1.Cl.[CH3:14]O. Given the product [CH3:14][O:10][C:9](=[O:11])[CH2:8][C:6]1[CH:7]=[C:2]([Br:1])[CH:3]=[CH:4][C:5]=1[F:12], predict the reactants needed to synthesize it. (5) Given the product [Cl:2][C:3]1[CH:8]=[CH:7][CH:6]=[CH:5][C:4]=1[C:9]1[C:25]([C:26]2[CH:27]=[CH:28][C:29]([Cl:32])=[CH:30][CH:31]=2)=[C:12]2[N:13]=[C:14]([CH3:24])[N:15]=[C:16]([N:17]3[CH2:22][C@@H:21]4[CH2:23][C@H:18]3[CH2:19][N:20]4[S:44]([CH2:42][CH3:43])(=[O:46])=[O:45])[N:11]2[N:10]=1, predict the reactants needed to synthesize it. The reactants are: Cl.[Cl:2][C:3]1[CH:8]=[CH:7][CH:6]=[CH:5][C:4]=1[C:9]1[C:25]([C:26]2[CH:31]=[CH:30][C:29]([Cl:32])=[CH:28][CH:27]=2)=[C:12]2[N:13]=[C:14]([CH3:24])[N:15]=[C:16]([N:17]3[CH2:22][C@@H:21]4[CH2:23][C@H:18]3[CH2:19][NH:20]4)[N:11]2[N:10]=1.C(N(C(C)C)CC)(C)C.[CH2:42]([S:44](Cl)(=[O:46])=[O:45])[CH3:43]. (6) Given the product [CH3:33][N:30]1[CH:31]=[CH:32][C:28]([NH:27][C:6]([C:8]2[CH:18]=[C:17]([O:19][CH2:20][C:21]3[CH:26]=[CH:25][CH:24]=[CH:23][CH:22]=3)[C:11]3[CH2:12][CH:13]([CH2:15][OH:16])[O:14][C:10]=3[CH:9]=2)=[O:7])=[N:29]1, predict the reactants needed to synthesize it. The reactants are: C(O[C:6]([C:8]1[CH:18]=[C:17]([O:19][CH2:20][C:21]2[CH:26]=[CH:25][CH:24]=[CH:23][CH:22]=2)[C:11]2[CH2:12][CH:13]([CH2:15][OH:16])[O:14][C:10]=2[CH:9]=1)=[O:7])(C)(C)C.[NH2:27][C:28]1[CH:32]=[CH:31][N:30]([CH3:33])[N:29]=1.